Dataset: Catalyst prediction with 721,799 reactions and 888 catalyst types from USPTO. Task: Predict which catalyst facilitates the given reaction. (1) Reactant: [H-].[Al+3].[Li+].[H-].[H-].[H-].C(O[C:12]([N:14]1[CH2:19][CH2:18][NH:17][CH2:16][C@H:15]1[C:20](O)=[O:21])=O)(C)(C)C.O.[OH-].[Na+]. Product: [CH3:12][N:14]1[CH2:19][CH2:18][NH:17][CH2:16][C@H:15]1[CH2:20][OH:21]. The catalyst class is: 7. (2) Reactant: [C:1]([O:5][C:6]([NH:8][C@H:9]([CH:29]=O)[CH2:10][C:11]1[CH:28]=[CH:27][C:14]([O:15][CH2:16][C:17]2[CH:26]=[CH:25][C:20]([C:21]([O:23][CH3:24])=[O:22])=[CH:19][CH:18]=2)=[CH:13][CH:12]=1)=[O:7])([CH3:4])([CH3:3])[CH3:2].Cl.[NH2:32][OH:33].C(=O)([O-])[O-].[Na+].[Na+]. Product: [C:1]([O:5][C:6]([NH:8][C@H:9](/[CH:29]=[N:32]/[OH:33])[CH2:10][C:11]1[CH:28]=[CH:27][C:14]([O:15][CH2:16][C:17]2[CH:26]=[CH:25][C:20]([C:21]([O:23][CH3:24])=[O:22])=[CH:19][CH:18]=2)=[CH:13][CH:12]=1)=[O:7])([CH3:4])([CH3:3])[CH3:2]. The catalyst class is: 24. (3) Reactant: C(NC(C)C)(C)C.C([Li])CCC.CN1CCCN(C)C1=O.[CH3:22][O:23][C:24]([CH:26]1[CH2:31][CH2:30][CH2:29][CH:28]([C:32]([O:34][CH3:35])=[O:33])[CH2:27]1)=[O:25].Br[CH2:37][CH2:38][Cl:39]. Product: [CH3:35][O:34][C:32]([C:28]1([CH2:37][CH2:38][Cl:39])[CH2:29][CH2:30][CH2:31][CH:26]([C:24]([O:23][CH3:22])=[O:25])[CH2:27]1)=[O:33]. The catalyst class is: 188. (4) Reactant: [CH3:1][C@@H:2]1[CH2:7][CH2:6][CH2:5][NH:4][C@@H:3]1[CH2:8][N:9]1[C:17](=[O:18])[C:16]2[C:11](=[CH:12][CH:13]=[CH:14][CH:15]=2)[C:10]1=[O:19].[CH3:20][C:21]1[CH:22]=[CH:23][C:24]([C:30]2[CH:31]=[N:32][N:33]([CH3:35])[CH:34]=2)=[C:25]([CH:29]=1)[C:26](O)=[O:27].C(N(C(C)C)CC)(C)C.CN(C(ON1N=NC2C=CC=NC1=2)=[N+](C)C)C.F[P-](F)(F)(F)(F)F. Product: [CH3:1][C@@H:2]1[CH2:7][CH2:6][CH2:5][N:4]([C:26](=[O:27])[C:25]2[CH:29]=[C:21]([CH3:20])[CH:22]=[CH:23][C:24]=2[C:30]2[CH:31]=[N:32][N:33]([CH3:35])[CH:34]=2)[C@@H:3]1[CH2:8][N:9]1[C:17](=[O:18])[C:16]2[C:11](=[CH:12][CH:13]=[CH:14][CH:15]=2)[C:10]1=[O:19]. The catalyst class is: 2. (5) Reactant: [H-].[Na+].[CH3:3][C:4]1([CH3:16])[C:8]([CH3:10])([CH3:9])[O:7][B:6]([C:11]2[CH:12]=[N:13][NH:14][CH:15]=2)[O:5]1.[CH:17]1([CH2:20]Br)[CH2:19][CH2:18]1.[Cl-].[NH4+]. Product: [CH:17]1([CH2:20][N:14]2[CH:15]=[C:11]([B:6]3[O:7][C:8]([CH3:9])([CH3:10])[C:4]([CH3:16])([CH3:3])[O:5]3)[CH:12]=[N:13]2)[CH2:19][CH2:18]1. The catalyst class is: 9. (6) Reactant: [Br:1][C:2]1[CH:11]=[C:10]([N+]([O-])=O)[CH:9]=[CH:8][C:3]=1[C:4]([O:6][CH3:7])=[O:5].NC1C=CC=CC=1.NC1C=CC(C(OC)=[O:28])=C(Br)C=1.S(=O)(=O)(O)O.N([O-])=O.[Na+]. Product: [Br:1][C:2]1[CH:11]=[C:10]([OH:28])[CH:9]=[CH:8][C:3]=1[C:4]([O:6][CH3:7])=[O:5]. The catalyst class is: 6.